From a dataset of Reaction yield outcomes from USPTO patents with 853,638 reactions. Predict the reaction yield, written as a fraction of the theoretical maximum amount of product (1.0 means a 100% yield; for example, 0.34 means a 34% yield). The product is [CH:1]1([CH2:6][C@H:7]([C:11]2[CH:16]=[CH:15][C:14]([S:17][CH3:18])=[CH:13][CH:12]=2)[C:8]([NH:46][C:47]2[CH:52]=[N:51][CH:50]=[CH:49][N:48]=2)=[O:10])[CH2:2][CH2:3][CH2:4][CH2:5]1. The reactants are [CH:1]1([CH2:6][C@H:7]([C:11]2[CH:16]=[CH:15][C:14]([S:17][CH3:18])=[CH:13][CH:12]=2)[C:8]([OH:10])=O)[CH2:5][CH2:4][CH2:3][CH2:2]1.C1(P(C2C=CC=CC=2)C2C=CC=CC=2)C=CC=CC=1.BrN1C(=O)CCC1=O.[NH2:46][C:47]1[CH:52]=[N:51][CH:50]=[CH:49][N:48]=1. The yield is 0.150. The catalyst is C(Cl)Cl.